From a dataset of Full USPTO retrosynthesis dataset with 1.9M reactions from patents (1976-2016). Predict the reactants needed to synthesize the given product. (1) The reactants are: [C:1]1([OH:7])[CH:6]=[CH:5][CH:4]=[CH:3][CH:2]=1.[OH2:8]. Given the product [C:1]1([OH:7])[CH:6]=[CH:5][CH:4]=[CH:3][CH:2]=1.[CH:1](=[O:7])[C:6]1[O:8][CH:3]=[CH:4][CH:5]=1, predict the reactants needed to synthesize it. (2) Given the product [Br:17][CH2:10][C:9]1[C:4]([O:3][CH2:1][CH3:2])=[N:5][CH:6]=[N:7][C:8]=1[C:12]([F:15])([F:14])[F:13], predict the reactants needed to synthesize it. The reactants are: [CH2:1]([O:3][C:4]1[C:9]([CH2:10]O)=[C:8]([C:12]([F:15])([F:14])[F:13])[N:7]=[CH:6][N:5]=1)[CH3:2].P(Br)(Br)[Br:17].CO.O. (3) Given the product [C:30]([O:29][C:27]([N:24]1[CH2:23][CH2:22][C:21]([CH2:34][C:35]([OH:37])=[O:36])([NH:20][C:18]([C:7]2[CH:6]=[CH:5][C:4]([CH:1]3[CH2:3][CH2:2]3)=[C:9]([CH2:10][C:11]3[CH:16]=[CH:15][C:14]([F:17])=[CH:13][CH:12]=3)[N:8]=2)=[O:19])[CH2:26][CH2:25]1)=[O:28])([CH3:33])([CH3:31])[CH3:32], predict the reactants needed to synthesize it. The reactants are: [CH:1]1([C:4]2[CH:5]=[CH:6][C:7]([C:18]([NH:20][C:21]3([CH2:34][C:35]([O:37]C)=[O:36])[CH2:26][CH2:25][N:24]([C:27]([O:29][C:30]([CH3:33])([CH3:32])[CH3:31])=[O:28])[CH2:23][CH2:22]3)=[O:19])=[N:8][C:9]=2[CH2:10][C:11]2[CH:16]=[CH:15][C:14]([F:17])=[CH:13][CH:12]=2)[CH2:3][CH2:2]1.O.[OH-].[Li+]. (4) Given the product [Cl:1][C:2]1[CH:3]=[CH:4][C:5]([C:8]2[S:9][CH:10]=[C:11]([CH2:13][S:14][C:15]3[C:20]([C:21]#[N:22])=[C:19]([C:23]4[CH:28]=[CH:27][C:26]([O:29][CH2:30][CH2:31][OH:32])=[CH:25][CH:24]=4)[C:18]([C:33]#[N:34])=[C:17]([N:37]([CH2:38][CH3:39])[CH2:35][CH3:36])[N:16]=3)[N:12]=2)=[CH:6][CH:7]=1, predict the reactants needed to synthesize it. The reactants are: [Cl:1][C:2]1[CH:7]=[CH:6][C:5]([C:8]2[S:9][CH:10]=[C:11]([CH2:13][S:14][C:15]3[C:20]([C:21]#[N:22])=[C:19]([C:23]4[CH:28]=[CH:27][C:26]([O:29][CH2:30][CH2:31][OH:32])=[CH:25][CH:24]=4)[C:18]([C:33]#[N:34])=[CH:17][N:16]=3)[N:12]=2)=[CH:4][CH:3]=1.[CH2:35]([NH:37][CH2:38][CH3:39])[CH3:36].O.